Dataset: Full USPTO retrosynthesis dataset with 1.9M reactions from patents (1976-2016). Task: Predict the reactants needed to synthesize the given product. (1) Given the product [I:11][C:12]1[CH:17]=[CH:16][CH:15]=[CH:14][C:13]=1[NH:18][C:19](=[O:20])[C:4]#[C:3][CH:2]([CH3:5])[CH3:1], predict the reactants needed to synthesize it. The reactants are: [CH3:1][CH:2]([CH3:5])[C:3]#[CH:4].[Li]CCCC.[I:11][C:12]1[CH:17]=[CH:16][CH:15]=[CH:14][C:13]=1[N:18]=[C:19]=[O:20]. (2) Given the product [Br:7][C:8]1[C:13]([CH3:14])=[CH:12][C:11]([CH2:15][CH2:16][C:17]([CH3:1])=[CH2:18])=[CH:10][C:9]=1[CH3:20], predict the reactants needed to synthesize it. The reactants are: [CH3:1]C([O-])(C)C.[K+].[Br:7][C:8]1[C:13]([CH3:14])=[CH:12][C:11]([CH2:15][CH2:16][C:17](=O)[CH3:18])=[CH:10][C:9]=1[CH3:20]. (3) Given the product [CH3:1][C:2]1([CH2:6][O:7][C:8]2[CH:15]=[CH:14][C:13]([C:16]3[CH:21]=[CH:20][N:19]=[C:18]4[NH:22][C:23]([C:25]5[CH:30]=[CH:29][C:28]([N:31]6[CH2:36][CH2:35][O:34][CH2:33][CH2:32]6)=[CH:27][CH:26]=5)=[CH:24][C:17]=34)=[CH:12][C:9]=2[C:10]#[N:11])[CH2:5][O:4][CH2:3]1, predict the reactants needed to synthesize it. The reactants are: [CH3:1][C:2]1([CH2:6][O:7][C:8]2[CH:15]=[CH:14][C:13]([C:16]3[CH:21]=[CH:20][N:19]=[C:18]4[N:22](S(C5C=CC=CC=5)(=O)=O)[C:23]([C:25]5[CH:30]=[CH:29][C:28]([N:31]6[CH2:36][CH2:35][O:34][CH2:33][CH2:32]6)=[CH:27][CH:26]=5)=[CH:24][C:17]=34)=[CH:12][C:9]=2[C:10]#[N:11])[CH2:5][O:4][CH2:3]1.C(=O)([O-])[O-].[Cs+].[Cs+].FC(F)(F)CO. (4) Given the product [CH:1]1([C:4]#[C:5][C:7]2[CH:8]=[CH:9][C:10]([C:13]([O:15][CH2:16][CH3:17])=[O:14])=[N:11][CH:12]=2)[CH2:3][CH2:2]1, predict the reactants needed to synthesize it. The reactants are: [CH:1]1([C:4]#[CH:5])[CH2:3][CH2:2]1.Br[C:7]1[CH:8]=[CH:9][C:10]([C:13]([O:15][CH2:16][CH3:17])=[O:14])=[N:11][CH:12]=1. (5) Given the product [Br:1][C:2]1[CH:7]=[CH:6][N:5]=[C:4]([NH:16][CH2:15][C:10]2[CH:11]=[CH:12][CH:13]=[CH:14][N:9]=2)[CH:3]=1, predict the reactants needed to synthesize it. The reactants are: [Br:1][C:2]1[CH:7]=[CH:6][N:5]=[C:4](F)[CH:3]=1.[N:9]1[CH:14]=[CH:13][CH:12]=[CH:11][C:10]=1[CH2:15][NH2:16]. (6) The reactants are: [C:1]([NH:4][C:5]1[CH:6]=[C:7]2[C:12](=[CH:13][C:14]=1[O:15][CH3:16])[CH:11]([C:17]1[CH:22]=[CH:21][C:20]([N+:23]([O-:25])=[O:24])=[CH:19][CH:18]=1)[O:10][CH:9]([CH3:26])[CH2:8]2)(=[O:3])[CH3:2].[OH-:27].[Na+].Cl. Given the product [C:1]([NH:4][C:5]1[CH:6]=[C:7]2[C:12](=[CH:13][C:14]=1[O:15][CH3:16])[C:11]([OH:27])([C:17]1[CH:22]=[CH:21][C:20]([N+:23]([O-:25])=[O:24])=[CH:19][CH:18]=1)[O:10][CH:9]([CH3:26])[CH2:8]2)(=[O:3])[CH3:2], predict the reactants needed to synthesize it.